This data is from Reaction yield outcomes from USPTO patents with 853,638 reactions. The task is: Predict the reaction yield, written as a fraction of the theoretical maximum amount of product (1.0 means a 100% yield; for example, 0.34 means a 34% yield). (1) The reactants are [Cl:1][C:2]1[CH:3]=[C:4]2[C:10]([C:11]3[N:16]=[C:15]([NH:17][C@H:18]4[CH2:22][CH2:21][N:20](S(C)(=O)=O)[CH2:19]4)[C:14]([F:27])=[CH:13][N:12]=3)=[CH:9][NH:8][C:5]2=[N:6][CH:7]=1.[C:28](Cl)(=[O:30])[CH3:29]. No catalyst specified. The product is [Cl:1][C:2]1[CH:3]=[C:4]2[C:10]([C:11]3[N:16]=[C:15]([NH:17][C@H:18]4[CH2:22][CH2:21][N:20]([C:28](=[O:30])[CH3:29])[CH2:19]4)[C:14]([F:27])=[CH:13][N:12]=3)=[CH:9][NH:8][C:5]2=[N:6][CH:7]=1. The yield is 0.180. (2) The catalyst is COCCO. The reactants are [CH3:1][C:2]1[C:16](=[O:17])[N:15]=[C:14]2[N:4]([C@@H:5]3[O:9][C@H:8]([CH2:10][OH:11])[C@@H:7]([OH:12])[C@@H:6]3[O:13]2)[CH:3]=1.[CH3:18][O:19][CH2:20][CH2:21][O:22]B([O:22][CH2:21][CH2:20][O:19][CH3:18])[O:22][CH2:21][CH2:20][O:19][CH3:18]. The product is [CH3:18][O:19][CH2:20][CH2:21][O:22][C@@H:6]1[C@H:7]([OH:12])[C@@H:8]([CH2:10][OH:11])[O:9][C@H:5]1[N:4]1[CH:3]=[C:2]([CH3:1])[C:16](=[O:17])[NH:15][C:14]1=[O:13]. The yield is 0.630. (3) The reactants are [F:1][CH:2]([F:11])[O:3][C:4]1[CH:10]=[CH:9][C:7]([NH2:8])=[CH:6][CH:5]=1.[N:12]([O-])=O.[Na+].C([O-])(=O)C.[Na+].[C:21]([CH2:24][C:25](=[O:27])[CH3:26])(=[O:23])[CH3:22]. The catalyst is C(O)(=O)C.Cl.O.C(O)C. The product is [F:1][CH:2]([F:11])[O:3][C:4]1[CH:10]=[CH:9][C:7]([NH:8][N:12]=[C:24]([C:25](=[O:27])[CH3:26])[C:21](=[O:23])[CH3:22])=[CH:6][CH:5]=1. The yield is 0.820. (4) The reactants are [CH2:1]([O:3][C:4]([C:6]1[NH:10][C:9]([C:11]([OH:13])=[O:12])=[CH:8][CH:7]=1)=[O:5])[CH3:2].OS(O)(=O)=O.[OH-].[Na+].[C:21](OCC)(=O)[CH3:22]. The catalyst is CCO. The product is [NH:10]1[C:9]([C:11]([O:13][CH2:21][CH3:22])=[O:12])=[CH:8][CH:7]=[C:6]1[C:4]([O:3][CH2:1][CH3:2])=[O:5]. The yield is 0.440.